This data is from Rat liver microsome stability data. The task is: Regression/Classification. Given a drug SMILES string, predict its absorption, distribution, metabolism, or excretion properties. Task type varies by dataset: regression for continuous measurements (e.g., permeability, clearance, half-life) or binary classification for categorical outcomes (e.g., BBB penetration, CYP inhibition). Dataset: rlm. (1) The drug is COc1ccc(C(=O)N[C@@H](Cc2c[nH]c3ccccc23)C(=O)Nc2ccncc2)cc1. The result is 1 (stable in rat liver microsomes). (2) The molecule is COc1ccccc1-n1cnc2cc(C(=O)N3CCCCC3)ccc21. The result is 1 (stable in rat liver microsomes). (3) The molecule is O=C(NC1(c2ccccc2)CC1)c1nn(-c2ccc(F)cc2F)c2c1C[C@H]1C[C@@H]21. The result is 0 (unstable in rat liver microsomes). (4) The drug is Cc1ccc(C(=O)Nc2nc3nc(-c4ccccc4)cc(O)n3n2)cc1. The result is 0 (unstable in rat liver microsomes). (5) The compound is O=C1CN(Cc2ccc(-c3cccc(CN4CCCCC4)n3)cc2)C(=O)N1CC1CC1. The result is 1 (stable in rat liver microsomes). (6) The molecule is COC(=O)N(C)CC(O)CN1[C@@H]2CC[C@H]1C[C@@H](NC(=O)c1cc3ccccc3n(C(C)C)c1=O)C2. The result is 0 (unstable in rat liver microsomes). (7) The molecule is COc1cc2c(cc1OC)C(=O)C(CC1CCN(Cc3ccccc3)CC1)C2. The result is 0 (unstable in rat liver microsomes). (8) The molecule is C=C(C)[C@@H]1CC[C@]2(NC(=O)CCN3CCS(=O)(=O)CC3)CC[C@]3(C)[C@H](CC[C@@H]4[C@@]5(C)CC=C(c6ccc(C(=O)O)cc6)C(C)(C)[C@@H]5CC[C@]43C)[C@@H]12. The result is 0 (unstable in rat liver microsomes). (9) The molecule is CN(C)C1CCN(C(=O)c2ccc(NC(=O)Nc3ccc(-c4nc(N5CCOCC5)nc(N5CCOCC5)n4)cc3)cc2)CC1. The result is 0 (unstable in rat liver microsomes). (10) The molecule is CN1CCN(c2ccc(-c3cc(-c4cccc(C(=O)NCCC#N)c4)[nH]n3)cc2)CC1. The result is 1 (stable in rat liver microsomes).